This data is from Full USPTO retrosynthesis dataset with 1.9M reactions from patents (1976-2016). The task is: Predict the reactants needed to synthesize the given product. (1) Given the product [CH3:1][N:2]1[C@@H:12]2[CH2:13][C:14]3[CH:19]=[CH:18][C:17]([O:20][CH3:21])=[C:16]4[O:22][C@H:6]5[C:7]([CH2:9][CH2:10][C@:11]2([OH:23])[C@:5]5([C:15]=34)[CH2:4][CH2:3]1)=[O:8].[ClH:27], predict the reactants needed to synthesize it. The reactants are: [CH3:1][N:2]1[C@@H:12]2[CH2:13][C:14]3[CH:19]=[CH:18][C:17]([O:20][CH3:21])=[C:16]4[O:22][C@H:6]5[C:7]([CH2:9][CH2:10][C@:11]2([OH:23])[C@:5]5([C:15]=34)[CH2:4][CH2:3]1)=[O:8].O.O.O.[ClH:27].C(O)(=O)CCCCCCCCC.C(O)(=O)CCCCCCCCCCCCCCC(C)C.C(O)(=O)CCCCCCCCCCCCC.C(O)(=O)CCCCCCC/C=C\CCCCCCCC.CC(O)CNCC(O)C.O=C1O[C@H]([C@H](CO)O)C(O)=C1O.C=CC1C=CC=CC=1.C=CC(=C)C.C=CC1C=CC=CC=1.C(OCC)(=O)CCCCCCCCC(OCC)=O.C(OC(C)C)(=O)CCCCCCCCCCCCC.CC1C=C(C(C)(C)C)C(O)=C(C(C)(C)C)C=1.[Si](O)(O)(O)O. (2) Given the product [C:19]([O:18][C:16](=[O:17])[NH:1][C@@H:2]([C:13](=[O:15])[NH:43][CH2:38][CH2:39][CH2:40][CH2:41][CH3:42])[CH2:3][C:4]1[CH:5]=[CH:6][C:7]([N+:10]([O-:12])=[O:11])=[CH:8][CH:9]=1)([CH3:22])([CH3:21])[CH3:20], predict the reactants needed to synthesize it. The reactants are: [NH:1]([C:16]([O:18][C:19]([CH3:22])([CH3:21])[CH3:20])=[O:17])[C@@H:2]([C:13]([OH:15])=O)[CH2:3][C:4]1[CH:9]=[CH:8][C:7]([N+:10]([O-:12])=[O:11])=[CH:6][CH:5]=1.CN1CCOCC1.ClC(OCC(C)C)=O.[CH2:38]([NH2:43])[CH2:39][CH2:40][CH2:41][CH3:42]. (3) Given the product [CH:21]1([C:19]([N:5]2[C:4]3[C:9](=[CH:10][CH:11]=[C:2]([C:30]4[CH:29]=[N:28][N:27]([CH:24]5[CH2:26][CH2:25]5)[CH:31]=4)[CH:3]=3)[NH:8][C@@H:7]([CH3:18])[CH2:6]2)=[O:20])[CH2:22][CH2:23]1, predict the reactants needed to synthesize it. The reactants are: Br[C:2]1[CH:3]=[C:4]2[C:9](=[CH:10][CH:11]=1)[N:8](C(=O)C(F)(F)F)[C@@H:7]([CH3:18])[CH2:6][N:5]2[C:19]([CH:21]1[CH2:23][CH2:22]1)=[O:20].[CH:24]1([N:27]2[CH:31]=[C:30](B3OC(C)(C)C(C)(C)O3)[CH:29]=[N:28]2)[CH2:26][CH2:25]1.C(=O)([O-])[O-].[Cs+].[Cs+]. (4) Given the product [CH2:1]([O:6][CH2:7][CH2:8][CH2:9][CH2:10][CH2:11][CH2:12][CH2:13][CH3:14])[CH:2]([CH2:4][OH:5])[OH:3], predict the reactants needed to synthesize it. The reactants are: [CH2:1]([O:6][CH:7]=[CH:8][CH:9]=[CH:10][CH2:11][CH2:12][CH2:13][CH3:14])[CH:2]([CH2:4][OH:5])[OH:3]. (5) Given the product [Br:14][C:10]#[C:9][C@H:8]([OH:11])[CH2:7][O:6][C:5]1[CH:12]=[CH:13][C:2]([F:1])=[CH:3][CH:4]=1, predict the reactants needed to synthesize it. The reactants are: [F:1][C:2]1[CH:13]=[CH:12][C:5]([O:6][CH2:7][C@@H:8]([OH:11])[C:9]#[CH:10])=[CH:4][CH:3]=1.[Br:14]N1C(=O)CCC1=O. (6) Given the product [CH3:30][C:12]1([CH3:13])[CH2:11][CH:10]([N:16]2[CH2:20][CH2:19][C@H:18]([NH:21][C:22](=[O:28])[O:23][C:24]([CH3:25])([CH3:27])[CH3:26])[CH2:17]2)[CH2:9][CH2:14][O:15]1, predict the reactants needed to synthesize it. The reactants are: ClC1C=CC(C2[C:9]([CH:14]=[O:15])=[CH:10][CH:11]=[CH:12][CH:13]=2)=CC=1.[NH:16]1[CH2:20][CH2:19][C@H:18]([NH:21][C:22](=[O:28])[O:23][C:24]([CH3:27])([CH3:26])[CH3:25])[CH2:17]1.N1(C(OC(C)(C)C)=O)CCNC[CH2:30]1.